This data is from Forward reaction prediction with 1.9M reactions from USPTO patents (1976-2016). The task is: Predict the product of the given reaction. (1) Given the reactants [Cl:1][C:2]1[N:7]=[C:6]([NH2:8])[C:5]([CH3:9])=[CH:4][N:3]=1.Br[C:11]1[CH:16]=[CH:15][C:14]([Cl:17])=[C:13]([CH3:18])[CH:12]=1.CC1(C)C2C(=C(P(C3C=CC=CC=3)C3C=CC=CC=3)C=CC=2)OC2C(P(C3C=CC=CC=3)C3C=CC=CC=3)=CC=CC1=2.C(=O)([O-])[O-].[Cs+].[Cs+], predict the reaction product. The product is: [Cl:17][C:14]1[CH:15]=[CH:16][C:11]([NH:8][C:6]2[C:5]([CH3:9])=[CH:4][N:3]=[C:2]([Cl:1])[N:7]=2)=[CH:12][C:13]=1[CH3:18]. (2) Given the reactants Cl[CH2:2][CH2:3][CH2:4][CH2:5][CH2:6][CH2:7][C:8]#[C:9][CH2:10][CH2:11][CH2:12][CH3:13].[I-:14].[K+].[N:16]1[CH:21]=[CH:20][C:19]([CH3:22])=[CH:18][CH:17]=1, predict the reaction product. The product is: [I-:14].[CH2:2]([N+:16]1[CH:21]=[CH:20][C:19]([CH3:22])=[CH:18][CH:17]=1)[CH2:3][CH2:4][CH2:5][CH2:6][CH2:7][C:8]#[C:9][CH2:10][CH2:11][CH2:12][CH3:13].